From a dataset of NCI-60 drug combinations with 297,098 pairs across 59 cell lines. Regression. Given two drug SMILES strings and cell line genomic features, predict the synergy score measuring deviation from expected non-interaction effect. Drug 1: CC1=CC=C(C=C1)C2=CC(=NN2C3=CC=C(C=C3)S(=O)(=O)N)C(F)(F)F. Drug 2: CC1CCC2CC(C(=CC=CC=CC(CC(C(=O)C(C(C(=CC(C(=O)CC(OC(=O)C3CCCCN3C(=O)C(=O)C1(O2)O)C(C)CC4CCC(C(C4)OC)O)C)C)O)OC)C)C)C)OC. Cell line: SNB-19. Synergy scores: CSS=14.5, Synergy_ZIP=2.62, Synergy_Bliss=7.61, Synergy_Loewe=-5.09, Synergy_HSA=4.81.